Dataset: Full USPTO retrosynthesis dataset with 1.9M reactions from patents (1976-2016). Task: Predict the reactants needed to synthesize the given product. (1) The reactants are: [C:1]1([C:7]2[NH:8][C:9]3[C:14]([CH:15]=2)=[CH:13][C:12]([C:16](O)=[O:17])=[CH:11][C:10]=3[N+:19]([O-:21])=[O:20])[CH:6]=[CH:5][CH:4]=[CH:3][CH:2]=1.Cl.[CH3:23][O:24][C:25](=[O:40])[CH2:26][C@@H:27]([NH2:39])[CH2:28][S:29][CH2:30][C:31]1[CH:36]=[CH:35][C:34]([O:37][CH3:38])=[CH:33][CH:32]=1. Given the product [CH3:23][O:24][C:25](=[O:40])[CH2:26][C@@H:27]([NH:39][C:16]([C:12]1[CH:13]=[C:14]2[C:9](=[C:10]([N+:19]([O-:21])=[O:20])[CH:11]=1)[NH:8][C:7]([C:1]1[CH:6]=[CH:5][CH:4]=[CH:3][CH:2]=1)=[CH:15]2)=[O:17])[CH2:28][S:29][CH2:30][C:31]1[CH:32]=[CH:33][C:34]([O:37][CH3:38])=[CH:35][CH:36]=1, predict the reactants needed to synthesize it. (2) Given the product [CH:21]([O:34][CH:7]([CH3:6])[CH3:2])([CH3:22])[CH3:20].[NH2:1][C:2]1[CH:7]=[C:6]([F:8])[C:5]([F:9])=[CH:4][C:3]=1[NH-:10], predict the reactants needed to synthesize it. The reactants are: [NH2:1][C:2]1[CH:7]=[C:6]([F:8])[C:5]([F:9])=[CH:4][C:3]=1[NH2:10].C(N(CC)CC)C.C1C=[CH:20][C:21](=[O:34])[C:22]2C=1C(C(Cl)=O)=C1C=2C=CC=C1. (3) Given the product [Cl:37][C:33]1[CH:32]=[C:31]([CH2:30][CH2:29][C:18]2[CH:19]=[C:20]([OH:21])[C:15](=[O:14])[NH:16][N:17]=2)[CH:36]=[CH:35][CH:34]=1, predict the reactants needed to synthesize it. The reactants are: N1C=CC=CN=1.C([O:14][C:15]1[N:16]=[N:17][C:18]([C:29]#[C:30][C:31]2[CH:36]=[CH:35][CH:34]=[C:33]([Cl:37])[CH:32]=2)=[CH:19][C:20]=1[O:21]CC1C=CC=CC=1)C1C=CC=CC=1. (4) Given the product [C:1]([C@@H:3]([O:33][CH3:34])[CH2:4][C@H:5]1[CH2:16][CH2:15][C:14]2[S:13][C:12]3[N:11]=[CH:10][N:9]=[C:8]([O:17][CH:18]4[CH2:23][CH2:22][CH:21]([N:24]([CH3:32])[C:25](=[O:31])[O:26][C:27]([CH3:28])([CH3:29])[CH3:30])[CH2:20][CH2:19]4)[C:7]=3[C:6]1=2)(=[O:35])[NH2:2].[C:1]([C@H:3]([O:33][CH3:34])[CH2:4][C@H:5]1[CH2:16][CH2:15][C:14]2[S:13][C:12]3[N:11]=[CH:10][N:9]=[C:8]([O:17][CH:18]4[CH2:19][CH2:20][CH:21]([N:24]([CH3:32])[C:25](=[O:31])[O:26][C:27]([CH3:28])([CH3:29])[CH3:30])[CH2:22][CH2:23]4)[C:7]=3[C:6]1=2)(=[O:38])[NH2:2], predict the reactants needed to synthesize it. The reactants are: [C:1]([CH:3]([O:33][CH3:34])[CH2:4][C@H:5]1[CH2:16][CH2:15][C:14]2[S:13][C:12]3[N:11]=[CH:10][N:9]=[C:8]([O:17][CH:18]4[CH2:23][CH2:22][CH:21]([N:24]([CH3:32])[C:25](=[O:31])[O:26][C:27]([CH3:30])([CH3:29])[CH3:28])[CH2:20][CH2:19]4)[C:7]=3[C:6]1=2)#[N:2].[OH:35]O.[Li+].[OH-:38]. (5) Given the product [Cl:16][C:13]1[CH:14]=[CH:15][C:6]([O:5][CH2:4][C:3]([OH:35])=[O:2])=[C:7]2[C:12]=1[N:11]=[C:10]([CH2:17][CH3:18])[C:9]([CH2:19][C:20]1[CH:21]=[CH:22][C:23]([CH2:26][CH:27]([CH3:28])[CH3:29])=[CH:24][CH:25]=1)=[C:8]2[O:31][CH:32]([F:34])[F:33], predict the reactants needed to synthesize it. The reactants are: C[O:2][C:3](=[O:35])[CH2:4][O:5][C:6]1[CH:15]=[CH:14][C:13]([Cl:16])=[C:12]2[C:7]=1[C:8]([O:31][CH:32]([F:34])[F:33])=[C:9]([CH2:19][C:20]1[CH:25]=[CH:24][C:23]([C:26](=O)[CH:27]([CH3:29])[CH3:28])=[CH:22][CH:21]=1)[C:10]([CH2:17][CH3:18])=[N:11]2.[OH-].[Li+]. (6) Given the product [F:23][C:24]1[CH:25]=[C:26]([CH:27]=[C:28]([C:30]2[CH:35]=[N:34][C:33]([O:36][CH3:37])=[N:32][CH:31]=2)[CH:29]=1)[CH2:38][O:22][C:20]1[C:6]2[CH:7]=[C:8]([C:10]3[N:11]=[C:12]4[N:16]([CH:17]=3)[N:15]=[C:14]([O:18][CH3:19])[S:13]4)[O:9][C:5]=2[CH:4]=[C:3]([O:2][CH3:1])[CH:21]=1, predict the reactants needed to synthesize it. The reactants are: [CH3:1][O:2][C:3]1[CH:4]=[C:5]2[O:9][C:8]([C:10]3[N:11]=[C:12]4[N:16]([CH:17]=3)[N:15]=[C:14]([O:18][CH3:19])[S:13]4)=[CH:7][C:6]2=[C:20]([OH:22])[CH:21]=1.[F:23][C:24]1[CH:25]=[C:26]([CH2:38]O)[CH:27]=[C:28]([C:30]2[CH:31]=[N:32][C:33]([O:36][CH3:37])=[N:34][CH:35]=2)[CH:29]=1.C(P(CCCC)CCCC)CCC.N(C(N1CCCCC1)=O)=NC(N1CCCCC1)=O. (7) Given the product [C:31]([OH:34])(=[O:33])[CH3:32].[C:25]([C:22]1[CH:21]=[CH:20][C:19]([C:14]2[CH:15]=[CH:16][C:17]([OH:18])=[C:12]([C:10]3[NH:9][C:8]4[CH:29]=[CH:30][C:5]([C:3]([NH2:4])=[NH:2])=[CH:6][C:7]=4[N:11]=3)[CH:13]=2)=[CH:24][CH:23]=1)(=[NH:26])[NH2:28], predict the reactants needed to synthesize it. The reactants are: O[NH:2][C:3]([C:5]1[CH:30]=[CH:29][C:8]2[NH:9][C:10]([C:12]3[CH:13]=[C:14]([C:19]4[CH:24]=[CH:23][C:22]([C:25](=[NH:28])[NH:26]O)=[CH:21][CH:20]=4)[CH:15]=[CH:16][C:17]=3[OH:18])=[N:11][C:7]=2[CH:6]=1)=[NH:4].[C:31]([O:34]C(=O)C)(=[O:33])[CH3:32]. (8) Given the product [C:31](=[O:33])([S:34][CH2:35][C:36]([N:27]1[CH2:28][CH2:29][CH2:30][C@H:26]1[C:8]1[N:4]2[CH:5]=[CH:6][N:7]=[C:2]([NH2:1])[C:3]2=[C:10]([C:11]2[CH:25]=[CH:24][C:14]([C:15](=[O:16])[NH:17][C:18]3[CH:23]=[CH:22][CH:21]=[CH:20][N:19]=3)=[CH:13][CH:12]=2)[N:9]=1)=[O:37])[CH3:32], predict the reactants needed to synthesize it. The reactants are: [NH2:1][C:2]1[C:3]2[N:4]([C:8]([C@@H:26]3[CH2:30][CH2:29][CH2:28][NH:27]3)=[N:9][C:10]=2[C:11]2[CH:25]=[CH:24][C:14]([C:15]([NH:17][C:18]3[CH:23]=[CH:22][CH:21]=[CH:20][N:19]=3)=[O:16])=[CH:13][CH:12]=2)[CH:5]=[CH:6][N:7]=1.[C:31]([S:34][CH2:35][C:36](ON1C(=O)CCC1=O)=[O:37])(=[O:33])[CH3:32]. (9) Given the product [CH3:1][O:2][C:3]([C:5]1[C:16]2[C:15]3[N:11]([CH:12]=[CH:13][N:14]=3)[CH2:10][CH2:9][C:8]=2[NH:7][CH:6]=1)=[O:4], predict the reactants needed to synthesize it. The reactants are: [CH3:1][O:2][C:3]([C:5]1[C:16]2[C:15]3[N:11]([CH:12]=[CH:13][N:14]=3)[CH2:10][CH2:9][C:8]=2[N:7](CCC2C=CC([N+]([O-])=O)=CC=2)[CH:6]=1)=[O:4].[H-].[Na+].C(Cl)(Cl)Cl.C(O)(=O)C.